From a dataset of Reaction yield outcomes from USPTO patents with 853,638 reactions. Predict the reaction yield, written as a fraction of the theoretical maximum amount of product (1.0 means a 100% yield; for example, 0.34 means a 34% yield). (1) The reactants are [CH:1]([Br:4])(Br)[Br:2].[CH2:5]=[CH:6][C:7]1[CH:12]=[CH:11][CH:10]=[CH:9][CH:8]=1.[OH-].[K+]. The catalyst is [Cl-].C([N+](CC)(CC)CC)C1C=CC=CC=1.ClCCl. The product is [Br:2][C:1]1([Br:4])[CH2:5][CH:6]1[C:7]1[CH:12]=[CH:11][CH:10]=[CH:9][CH:8]=1. The yield is 0.880. (2) The reactants are Cl[C:2]1[N:10]([CH2:11][C:12]2[CH:17]=[CH:16][C:15]([Cl:18])=[CH:14][CH:13]=2)[C:9]2[C:8](=[O:19])[N:7]([CH2:20][CH2:21][CH2:22][OH:23])[C:6](=[O:24])[N:5]([CH2:25][CH3:26])[C:4]=2[N:3]=1.[Na]. The catalyst is C(O)CC. The product is [Cl:18][C:15]1[CH:16]=[CH:17][C:12]([CH2:11][N:10]2[C:9]3[C:8](=[O:19])[N:7]([CH2:20][CH2:21][CH2:22][OH:23])[C:6](=[O:24])[N:5]([CH2:25][CH3:26])[C:4]=3[N:3]=[C:2]2[O:19][CH2:8][CH2:9][CH3:4])=[CH:13][CH:14]=1. The yield is 0.244. (3) The reactants are Br[C:2]1[C:3]([C:19]2[CH:24]=[CH:23][CH:22]=[CH:21][CH:20]=2)=[N:4][N:5]2[C:10]([NH:11][CH:12]3[CH2:16][CH2:15][CH2:14][CH2:13]3)=[N:9][C:8]([S:17][CH3:18])=[N:7][C:6]=12.C(=O)([O-])[O-].[Na+].[Na+].[F:31][C:32]1[CH:37]=[C:36](B(O)O)[CH:35]=[CH:34][N:33]=1.C(OCC)(=O)C. The catalyst is CN(C)C=O.O.Cl[Pd](Cl)([P](C1C=CC=CC=1)(C1C=CC=CC=1)C1C=CC=CC=1)[P](C1C=CC=CC=1)(C1C=CC=CC=1)C1C=CC=CC=1. The product is [CH:12]1([NH:11][C:10]2[N:5]3[N:4]=[C:3]([C:19]4[CH:24]=[CH:23][CH:22]=[CH:21][CH:20]=4)[C:2]([C:36]4[CH:35]=[CH:34][N:33]=[C:32]([F:31])[CH:37]=4)=[C:6]3[N:7]=[C:8]([S:17][CH3:18])[N:9]=2)[CH2:16][CH2:15][CH2:14][CH2:13]1. The yield is 0.330. (4) The reactants are [C:1]1([CH3:8])[C:6]([OH:7])=[CH:5][CH:4]=[CH:3][CH:2]=1.[S-:9][C:10]#[N:11].[Na+].[Br-].[Na+].BrBr.C(=O)(O)[O-].[Na+]. The catalyst is CO. The product is [CH3:8][C:1]1[CH:2]=[C:3]([S:9][C:10]#[N:11])[CH:4]=[CH:5][C:6]=1[OH:7]. The yield is 0.698. (5) The reactants are [OH-:1].[Na+].CS(C)=O.[CH:7]([N:10]1[C:14](S(C)(=O)=O)=[N:13][N:12]=[C:11]1[C:19]1[CH:24]=[C:23]([CH:25]([CH3:27])[CH3:26])[C:22]([O:28][CH2:29][O:30][CH3:31])=[CH:21][C:20]=1[O:32][CH2:33][O:34][CH3:35])([CH3:9])[CH3:8]. The catalyst is O. The product is [CH:7]([N:10]1[C:11]([C:19]2[CH:24]=[C:23]([CH:25]([CH3:27])[CH3:26])[C:22]([O:28][CH2:29][O:30][CH3:31])=[CH:21][C:20]=2[O:32][CH2:33][O:34][CH3:35])=[N:12][NH:13][C:14]1=[O:1])([CH3:9])[CH3:8]. The yield is 0.780.